This data is from Experimentally validated miRNA-target interactions with 360,000+ pairs, plus equal number of negative samples. The task is: Binary Classification. Given a miRNA mature sequence and a target amino acid sequence, predict their likelihood of interaction. (1) The miRNA is mmu-miR-3073a-5p with sequence GUGGUCACAGUUGGCGCCAGCC. The protein sequence of the target gene is MMHQIYSCSDENIEVFTTVIPSKVSSPARRRAKSSQHLLTKNVVIESDLYTHQPLELLPHRGDRRDPGDRRRFGRLQTARPPTAHPAKASARPVGISEPKTSNLCGNRAYGKSLIPPVPRISVKTSASASLEATAMGTEKGAVLMRGSRHLKKMTEEYPALPQGAEASLPLTGSASCGVPGILRKMWTRHKKKSEYVGATNSAFEAD. Result: 0 (no interaction). (2) The miRNA is hsa-miR-4524a-5p with sequence AUAGCAGCAUGAACCUGUCUCA. The protein sequence of the target gene is MASKTKASEALKVVARCRPLSRKEEAAGHEQILTMDVKLGQVTLRNPRAAPGELPKTFTFDAVYDASSKQADLYDETVRPLIDSVLQGFNGTVFAYGQTGTGKTYTMQGTWVEPELRGVIPNAFEHIFTHISRSQNQQYLVRASYLEIYQEEIRDLLSKEPGKRLELKENPETGVYIKDLSSFVTKNVKEIEHVMNLGNQTRAVGSTHMNEVSSRSHAIFIITVECSERGSDGQDHIRVGKLNLVDLAGSERQNKAGPNTAGGAATPSSGGGGGGGGSGGGAGGERPKEASKINLSLSAL.... Result: 0 (no interaction).